Dataset: Catalyst prediction with 721,799 reactions and 888 catalyst types from USPTO. Task: Predict which catalyst facilitates the given reaction. (1) Reactant: FC(F)(F)C(O)=O.[NH2:8][CH2:9][CH2:10][CH2:11][N:12]1[C:20](=[O:21])[C:19]2[NH:18][C:17]([Cl:22])=[N:16][C:15]=2[N:14]([CH2:23][CH2:24][CH2:25][CH2:26][CH3:27])[C:13]1=[O:28].CCN(C(C)C)C(C)C.Cl[C:39]([O:41][CH2:42][C:43]1[CH:48]=[CH:47][CH:46]=[CH:45][CH:44]=1)=[O:40]. Product: [Cl:22][C:17]1[NH:18][C:19]2[C:20](=[O:21])[N:12]([CH2:11][CH2:10][CH2:9][NH:8][C:39](=[O:40])[O:41][CH2:42][C:43]3[CH:48]=[CH:47][CH:46]=[CH:45][CH:44]=3)[C:13](=[O:28])[N:14]([CH2:23][CH2:24][CH2:25][CH2:26][CH3:27])[C:15]=2[N:16]=1. The catalyst class is: 2. (2) Reactant: [CH3:1][CH:2]([O:4][C:5]1[CH:6]=[C:7]([O:25][C:26]2[CH:31]=[CH:30][C:29]([S:32]([CH3:35])(=[O:34])=[O:33])=[CH:28][CH:27]=2)[CH:8]=[C:9]2[C:13]=1[NH:12][C:11]([C:14]1[S:15][CH:16]([CH2:19][C:20](OCC)=[O:21])[CH2:17][N:18]=1)=[CH:10]2)[CH3:3].[BH4-].[Li+].O. Product: [CH3:3][CH:2]([O:4][C:5]1[CH:6]=[C:7]([O:25][C:26]2[CH:27]=[CH:28][C:29]([S:32]([CH3:35])(=[O:33])=[O:34])=[CH:30][CH:31]=2)[CH:8]=[C:9]2[C:13]=1[NH:12][C:11]([C:14]1[S:15][CH:16]([CH2:19][CH2:20][OH:21])[CH2:17][N:18]=1)=[CH:10]2)[CH3:1]. The catalyst class is: 83.